From a dataset of Forward reaction prediction with 1.9M reactions from USPTO patents (1976-2016). Predict the product of the given reaction. (1) Given the reactants [NH2:1][C:2]1[N:3]([CH2:24][C:25]2[CH:30]=[CH:29][CH:28]=[CH:27][CH:26]=2)[C:4](=[O:23])[C:5]2([C:15]3[C:10](=[CH:11][CH:12]=[C:13](Br)[CH:14]=3)[O:9][CH:8]([C:17]3[CH:22]=[CH:21][CH:20]=[CH:19][CH:18]=3)[CH2:7]2)[N:6]=1.C([O-])([O-])=O.[Cs+].[Cs+].[C:37]([C:39]1[CH:40]=[C:41](B(O)O)[CH:42]=[CH:43][CH:44]=1)#[N:38], predict the reaction product. The product is: [NH2:1][C:2]1[N:3]([CH2:24][C:25]2[CH:30]=[CH:29][CH:28]=[CH:27][CH:26]=2)[C:4](=[O:23])[C@@:5]2([C:15]3[C:10](=[CH:11][CH:12]=[C:13]([C:43]4[CH:44]=[C:39]([CH:40]=[CH:41][CH:42]=4)[C:37]#[N:38])[CH:14]=3)[O:9][C@@H:8]([C:17]3[CH:22]=[CH:21][CH:20]=[CH:19][CH:18]=3)[CH2:7]2)[N:6]=1. (2) Given the reactants [CH3:1][N:2]1[CH2:15][CH2:14][C:5]2[NH:6][C:7]3[CH:8]=[CH:9][C:10]([CH3:13])=[CH:11][C:12]=3[C:4]=2[CH2:3]1.Br[C:17]1[CH:22]=[CH:21][CH:20]=[CH:19][CH:18]=1.[O-]P([O-])([O-])=O.[K+].[K+].[K+].N1CCC[C@H]1C(O)=O, predict the reaction product. The product is: [CH3:1][N:2]1[CH2:15][CH2:14][C:5]2[N:6]([C:17]3[CH:22]=[CH:21][CH:20]=[CH:19][CH:18]=3)[C:7]3[CH:8]=[CH:9][C:10]([CH3:13])=[CH:11][C:12]=3[C:4]=2[CH2:3]1.